Dataset: Reaction yield outcomes from USPTO patents with 853,638 reactions. Task: Predict the reaction yield, written as a fraction of the theoretical maximum amount of product (1.0 means a 100% yield; for example, 0.34 means a 34% yield). The reactants are [CH3:1][O:2][CH2:3][CH2:4][NH:5][C:6]([C:8]1[C:9]2[CH2:10][CH2:11][C:12]3([NH:21][C:22]=2[C:23]2[N:28]=[C:27]([CH3:29])[N:26]([CH3:30])[C:24]=2[CH:25]=1)[CH2:20][C:19]1[C:14](=[CH:15][CH:16]=[CH:17][CH:18]=1)[CH2:13]3)=[O:7].[C:31]([OH:37])(=[O:36])[CH2:32][C:33]([OH:35])=[O:34]. The catalyst is CO. The product is [C:31]([OH:37])(=[O:36])[CH2:32][C:33]([OH:35])=[O:34].[CH3:1][O:2][CH2:3][CH2:4][NH:5][C:6]([C:8]1[C:9]2[CH2:10][CH2:11][C:12]3([NH:21][C:22]=2[C:23]2[N:28]=[C:27]([CH3:29])[N:26]([CH3:30])[C:24]=2[CH:25]=1)[CH2:20][C:19]1[C:14](=[CH:15][CH:16]=[CH:17][CH:18]=1)[CH2:13]3)=[O:7]. The yield is 0.650.